This data is from Reaction yield outcomes from USPTO patents with 853,638 reactions. The task is: Predict the reaction yield, written as a fraction of the theoretical maximum amount of product (1.0 means a 100% yield; for example, 0.34 means a 34% yield). (1) The reactants are [CH3:1][C@@H:2]1[NH:7][C@@H:6]([CH3:8])[CH2:5][NH:4][C:3]1=[O:9].[CH2:10]=O.[BH4-].[Na+]. The catalyst is CO.ClCCl. The product is [CH3:1][C@@H:2]1[N:7]([CH3:10])[C@@H:6]([CH3:8])[CH2:5][NH:4][C:3]1=[O:9]. The yield is 0.390. (2) The reactants are CO.[CH:3]1([N:9]2[C:17]3[C:16](=[O:18])[NH:15][C:14]([C:19]4[CH:24]=[CH:23][C:22](/[CH:25]=[CH:26]/[C:27]([O:29]C)=[O:28])=[CH:21][C:20]=4[O:31][CH3:32])=[N:13][C:12]=3[C:11]([CH3:33])=[N:10]2)[CH2:8][CH2:7][CH2:6][CH2:5][CH2:4]1.[OH-].[Na+]. The catalyst is O. The product is [CH:3]1([N:9]2[C:17]3[C:16](=[O:18])[NH:15][C:14]([C:19]4[CH:24]=[CH:23][C:22](/[CH:25]=[CH:26]/[C:27]([OH:29])=[O:28])=[CH:21][C:20]=4[O:31][CH3:32])=[N:13][C:12]=3[C:11]([CH3:33])=[N:10]2)[CH2:4][CH2:5][CH2:6][CH2:7][CH2:8]1. The yield is 0.890.